This data is from Catalyst prediction with 721,799 reactions and 888 catalyst types from USPTO. The task is: Predict which catalyst facilitates the given reaction. (1) Reactant: [F:1][C:2]([F:45])([F:44])[C:3]1[CH:4]=[C:5]([CH:41]=[CH:42][CH:43]=1)[C:6]([NH:8][CH2:9][C:10]([NH:12][C@@H:13]1[CH2:17][CH2:16][N:15]([CH:18]2[CH2:24][CH2:23][CH2:22][N:21]([C:25]3[CH:40]=[CH:39][C:28]([C:29]([O:31]CC4C=CC=CC=4)=[O:30])=[CH:27][CH:26]=3)[CH2:20][CH2:19]2)[CH2:14]1)=[O:11])=[O:7].[H][H]. Product: [F:45][C:2]([F:1])([F:44])[C:3]1[CH:4]=[C:5]([CH:41]=[CH:42][CH:43]=1)[C:6]([NH:8][CH2:9][C:10]([NH:12][C@@H:13]1[CH2:17][CH2:16][N:15]([CH:18]2[CH2:24][CH2:23][CH2:22][N:21]([C:25]3[CH:26]=[CH:27][C:28]([C:29]([OH:31])=[O:30])=[CH:39][CH:40]=3)[CH2:20][CH2:19]2)[CH2:14]1)=[O:11])=[O:7]. The catalyst class is: 19. (2) Reactant: [Cl:1][C:2]1[CH:7]=[C:6](I)[CH:5]=[C:4]([Cl:9])[N:3]=1. Product: [Cl:1][C:2]1[CH:7]=[C:6]([C:6]2[CH:5]=[C:4]([Cl:9])[N:3]=[C:2]([Cl:1])[CH:7]=2)[CH:5]=[C:4]([Cl:9])[N:3]=1. The catalyst class is: 536. (3) Reactant: CC(OI1(OC(C)=O)(OC(C)=O)OC(=O)C2C=CC=CC1=2)=O.[Si]([O:30][CH2:31][CH:32]([OH:58])[CH2:33][N:34]1[C:43]2[C:38](=[CH:39][CH:40]=[CH:41][CH:42]=2)[CH2:37][CH:36]([NH:44][C:45]([C:47]2[NH:48][C:49]3[C:54]([CH:55]=2)=[CH:53][C:52]([Cl:56])=[CH:51][CH:50]=3)=[O:46])[C:35]1=[O:57])(C(C)(C)C)(C)C. Product: [Cl:56][C:52]1[CH:53]=[C:54]2[C:49](=[CH:50][CH:51]=1)[NH:48][C:47]([C:45]([NH:44][CH:36]1[CH2:37][C:38]3[C:43](=[CH:42][CH:41]=[CH:40][CH:39]=3)[N:34]([CH2:33][C:32](=[O:58])[CH2:31][OH:30])[C:35]1=[O:57])=[O:46])=[CH:55]2. The catalyst class is: 2. (4) Reactant: [CH3:1][C:2]1[CH:7]=[CH:6][C:5]([S:8]([O-:10])=[O:9])=[CH:4][CH:3]=1.[Na+].Br[CH2:13][C:14](=[O:16])[CH3:15]. Product: [CH3:1][C:2]1[CH:7]=[CH:6][C:5]([S:8]([CH2:13][C:14]([CH3:15])=[O:16])(=[O:10])=[O:9])=[CH:4][CH:3]=1. The catalyst class is: 8. (5) Reactant: [CH3:1][S:2][C:3]1[C:7]([C:8]([NH2:10])=[O:9])=[C:6]([NH:11][C:12]2[CH:17]=[CH:16][N:15]=[CH:14][CH:13]=2)[S:5][N:4]=1.OO.[OH2:20].C(OC(=O)C)(=[O:23])C. Product: [CH3:1][S:2]([C:3]1[C:7]([C:8]([NH2:10])=[O:9])=[C:6]([NH:11][C:12]2[CH:17]=[CH:16][N:15]=[CH:14][CH:13]=2)[S:5][N:4]=1)(=[O:23])=[O:20]. The catalyst class is: 15.